This data is from Full USPTO retrosynthesis dataset with 1.9M reactions from patents (1976-2016). The task is: Predict the reactants needed to synthesize the given product. (1) Given the product [C:1]([C:9]1[C:17]2[C:16]([NH:18][C:19]3[CH:27]=[CH:26][CH:25]=[CH:21][C:20]=3[C:40]([NH:61][C:62]3[CH:67]=[CH:66][CH:65]=[CH:64][CH:63]=3)=[O:44])=[N:15][CH:14]=[N:13][C:12]=2[NH:11][CH:10]=1)(=[O:8])[C:2]1[CH:3]=[CH:4][CH:5]=[CH:6][CH:7]=1, predict the reactants needed to synthesize it. The reactants are: [C:1]([C:9]1[C:17]2[C:16]([NH:18][C:19]3[CH:20]=[C:21]([CH:25]=[CH:26][CH:27]=3)C(O)=O)=[N:15][CH:14]=[N:13][C:12]=2[NH:11][CH:10]=1)(=[O:8])[C:2]1[CH:7]=[CH:6][CH:5]=[CH:4][CH:3]=1.CCN(C(C)C)C(C)C.CN([C:40]([O:44]N1N=NC2C=CC=CC1=2)=[N+](C)C)C.F[P-](F)(F)(F)(F)F.[NH2:61][C:62]1[CH:67]=[CH:66][CH:65]=[CH:64][CH:63]=1. (2) The reactants are: [O:1]1[CH2:10][CH2:9][CH2:8][CH2:7][CH2:6][CH2:5]CC[C:2]1=[O:11].[Li+].C[Si]([N-][Si](C)(C)C)(C)C.CI.[NH4+].[Cl-]. Given the product [CH3:5][CH:6]1[CH2:7][CH2:8][CH2:9][CH2:10][O:1][C:2]1=[O:11], predict the reactants needed to synthesize it.